This data is from Catalyst prediction with 721,799 reactions and 888 catalyst types from USPTO. The task is: Predict which catalyst facilitates the given reaction. (1) Reactant: [CH3:1][O:2][C:3](=[O:19])[CH2:4][CH2:5][C:6]1[CH:11]=[CH:10][C:9]([S:12]C(=O)N(C)C)=[CH:8][C:7]=1[CH3:18].C[O-].[Na+].Cl. Product: [CH3:1][O:2][C:3](=[O:19])[CH2:4][CH2:5][C:6]1[CH:11]=[CH:10][C:9]([SH:12])=[CH:8][C:7]=1[CH3:18]. The catalyst class is: 125. (2) Reactant: FC(F)(F)S(O[CH2:7][C:8]([C:11]1[CH:16]=[CH:15][C:14]([CH:17]([F:19])[F:18])=[CH:13][CH:12]=1)([F:10])[F:9])(=O)=O.[NH:22]1[CH2:27][CH2:26][CH:25]([NH:28][C:29](=[O:35])[O:30][C:31]([CH3:34])([CH3:33])[CH3:32])[CH2:24][CH2:23]1.CCN(C(C)C)C(C)C. Product: [F:19][CH:17]([F:18])[C:14]1[CH:13]=[CH:12][C:11]([C:8]([F:9])([F:10])[CH2:7][N:22]2[CH2:23][CH2:24][CH:25]([NH:28][C:29](=[O:35])[O:30][C:31]([CH3:33])([CH3:32])[CH3:34])[CH2:26][CH2:27]2)=[CH:16][CH:15]=1. The catalyst class is: 2. (3) Reactant: Cl.[NH2:2][C@H:3]1[CH2:7][CH2:6][N:5]([CH2:8][C:9]2[CH:18]=[C:17]3[C:12]([CH:13]=[CH:14][N:15]=[C:16]3[Cl:19])=[CH:11][CH:10]=2)[C:4]1=[O:20].C(N(CC)CC)C.[CH3:28][O:29][C:30]1[CH:39]=[C:38]2[C:33]([CH:34]=[CH:35][C:36]([S:40](Cl)(=[O:42])=[O:41])=[CH:37]2)=[CH:32][CH:31]=1. Product: [Cl:19][C:16]1[C:17]2[C:12](=[CH:11][CH:10]=[C:9]([CH2:8][N:5]3[CH2:6][CH2:7][C@H:3]([NH:2][S:40]([C:36]4[CH:35]=[CH:34][C:33]5[C:38](=[CH:39][C:30]([O:29][CH3:28])=[CH:31][CH:32]=5)[CH:37]=4)(=[O:42])=[O:41])[C:4]3=[O:20])[CH:18]=2)[CH:13]=[CH:14][N:15]=1. The catalyst class is: 23. (4) Reactant: [C:1]([CH:3]([NH:9][C:10](=O)[C:11]1[C:16]([F:17])=[CH:15][CH:14]=[CH:13][C:12]=1[F:18])[C:4]([O:6][CH2:7][CH3:8])=[O:5])#[N:2].COC1C=CC(P2(SP(C3C=CC(OC)=CC=3)(=S)S2)=[S:29])=CC=1. Product: [NH2:2][C:1]1[S:29][C:10]([C:11]2[C:16]([F:17])=[CH:15][CH:14]=[CH:13][C:12]=2[F:18])=[N:9][C:3]=1[C:4]([O:6][CH2:7][CH3:8])=[O:5]. The catalyst class is: 11.